Dataset: Retrosynthesis with 50K atom-mapped reactions and 10 reaction types from USPTO. Task: Predict the reactants needed to synthesize the given product. (1) The reactants are: CC(C)(C)OC(=O)OC(=O)OC(C)(C)C.CNC1CCC(Oc2ncnc3sc4c(c23)[C@@H](CC(C#N)OC)CC4)CC1. Given the product COC(C#N)C[C@H]1CCc2sc3ncnc(OC4CCC(N(C)C(=O)OC(C)(C)C)CC4)c3c21, predict the reactants needed to synthesize it. (2) Given the product Cc1noc(=O)c2ccc(NC(=O)C(O)(CC(C)(C)c3cccc(O)c3Br)C(F)(F)F)cc12, predict the reactants needed to synthesize it. The reactants are: COc1cccc(C(C)(C)CC(O)(C(=O)Nc2ccc3c(=O)onc(C)c3c2)C(F)(F)F)c1Br.